This data is from Reaction yield outcomes from USPTO patents with 853,638 reactions. The task is: Predict the reaction yield, written as a fraction of the theoretical maximum amount of product (1.0 means a 100% yield; for example, 0.34 means a 34% yield). (1) The reactants are [CH2:1]([NH:3][C:4]([NH:6][CH2:7][CH2:8][CH2:9][N:10]1[CH2:14][CH2:13][CH2:12][CH2:11]1)=O)[CH3:2].C(N(CC)CC)C.C1(C)C=CC(S(Cl)(=O)=O)=CC=1. The catalyst is ClCCl. The product is [N:10]1([CH2:9][CH2:8][CH2:7][N:6]=[C:4]=[N:3][CH2:1][CH3:2])[CH2:14][CH2:13][CH2:12][CH2:11]1. The yield is 0.670. (2) The reactants are [CH3:1][C:2]1[CH:3]=[C:4]([CH:16]=[CH:17][C:18]=1[C:19]1[CH:24]=[CH:23][CH:22]=[CH:21][CH:20]=1)[C:5]([NH:7][CH2:8][CH2:9][CH2:10][CH2:11][CH2:12][C:13](O)=[O:14])=[O:6].Cl.[NH2:26][OH:27]. No catalyst specified. The product is [OH:27][NH:26][C:13]([CH2:12][CH2:11][CH2:10][CH2:9][CH2:8][NH:7][C:5](=[O:6])[C:4]1[CH:16]=[CH:17][C:18]([C:19]2[CH:24]=[CH:23][CH:22]=[CH:21][CH:20]=2)=[C:2]([CH3:1])[CH:3]=1)=[O:14]. The yield is 0.510.